From a dataset of Catalyst prediction with 721,799 reactions and 888 catalyst types from USPTO. Predict which catalyst facilitates the given reaction. (1) Reactant: C[O:2][C:3]([C:5]1([CH2:10][CH2:11][CH2:12][NH:13][CH2:14][C:15]2[CH:20]=[CH:19][CH:18]=[CH:17][CH:16]=2)[CH2:9][CH2:8][CH2:7][NH:6]1)=O. Product: [CH2:14]([N:13]1[CH2:12][CH2:11][CH2:10][C:5]2([NH:6][CH2:7][CH2:8][CH2:9]2)[C:3]1=[O:2])[C:15]1[CH:20]=[CH:19][CH:18]=[CH:17][CH:16]=1. The catalyst class is: 113. (2) Reactant: [NH:1]1[CH2:4][CH2:3][CH2:2]1.[NH:5]1[C:13]2[C:8](=[N:9][CH:10]=[CH:11][CH:12]=2)[C:7]([C:14]2[CH2:19][CH2:18][C:17](=O)[CH2:16][CH:15]=2)=[CH:6]1.C([BH3-])#N.[Na+]. Product: [N:1]1([CH:17]2[CH2:18][CH2:19][C:14]([C:7]3[C:8]4=[N:9][CH:10]=[CH:11][CH:12]=[C:13]4[NH:5][CH:6]=3)=[CH:15][CH2:16]2)[CH2:4][CH2:3][CH2:2]1. The catalyst class is: 8. (3) Reactant: C([O:3][C:4]([CH2:6][N:7]1[C:15]2[C:10](=[CH:11][C:12]([F:16])=[CH:13][CH:14]=2)[CH2:9][C:8]1([CH3:20])C(O)=O)=[O:5])C.FC1C=C2C(=CC=1)NC(C)(C(O)=O)C2.[C:35](=[O:38])([O-])[O-].[K+].[K+].C(OCCBr)(=O)C.[NH2:48][C:49]1[CH:50]=[CH:51][C:52]([N:57]2[CH2:62][CH2:61][CH:60]([OH:63])[CH2:59][CH2:58]2)=[C:53]([CH:56]=1)[C:54]#[N:55]. Product: [C:54]([C:53]1[CH:56]=[C:49]([NH:48][C:35]([C:9]2[C:10]3[C:15](=[CH:14][CH:13]=[C:12]([F:16])[CH:11]=3)[N:7]([CH2:6][C:4]([OH:3])=[O:5])[C:8]=2[CH3:20])=[O:38])[CH:50]=[CH:51][C:52]=1[N:57]1[CH2:62][CH2:61][CH:60]([OH:63])[CH2:59][CH2:58]1)#[N:55]. The catalyst class is: 9. (4) Reactant: [NH:1]1[CH:5]=[CH:4][N:3]=[C:2]1[CH2:6][N:7]([CH2:14][C:15]1[CH:28]=[CH:27][C:18]([C:19]([NH:21][CH2:22][CH2:23][CH2:24][CH2:25]N)=[O:20])=[CH:17][CH:16]=1)[CH2:8][C:9]1[NH:10][CH:11]=[CH:12][N:13]=1.C=O.[C:31]([BH3-])#[N:32].[Na+].[C:35](O)(=O)C. Product: [NH:1]1[CH:5]=[CH:4][N:3]=[C:2]1[CH2:6][N:7]([CH2:14][C:15]1[CH:28]=[CH:27][C:18]([C:19]([NH:21][CH2:22][CH2:23][CH2:24][CH2:25][N:32]([CH3:31])[CH3:35])=[O:20])=[CH:17][CH:16]=1)[CH2:8][C:9]1[NH:10][CH:11]=[CH:12][N:13]=1. The catalyst class is: 5. (5) Reactant: [O:1]=[C:2]1[NH:11][C:10]2[C:5](=[CH:6][CH:7]=[C:8]([C:12]([O:14][CH3:15])=[O:13])[CH:9]=2)[NH:4][CH:3]1[C:16]1[CH:21]=[CH:20][CH:19]=[CH:18][CH:17]=1.C(C1C(=O)C(Cl)=C(Cl)C(=O)C=1C#N)#N. Product: [O:1]=[C:2]1[NH:11][C:10]2[C:5](=[CH:6][CH:7]=[C:8]([C:12]([O:14][CH3:15])=[O:13])[CH:9]=2)[N:4]=[C:3]1[C:16]1[CH:21]=[CH:20][CH:19]=[CH:18][CH:17]=1. The catalyst class is: 12. (6) Reactant: Cl.CN(C)CCCN=C=NCC.O[N:14]1[C:18]2[CH:19]=[CH:20][CH:21]=[CH:22][C:17]=2N=N1.[CH3:23][C:24]1[C:25]2[N:26]([CH:30]=[C:31]([C:33](O)=[O:34])[N:32]=2)[CH:27]=[CH:28][CH:29]=1.NC1C=CC=CC=1. Product: [CH3:23][C:24]1[C:25]2[N:26]([CH:30]=[C:31]([C:33]([NH:14][C:18]3[CH:17]=[CH:22][CH:21]=[CH:20][CH:19]=3)=[O:34])[N:32]=2)[CH:27]=[CH:28][CH:29]=1. The catalyst class is: 884. (7) Reactant: [F:1][C:2]([F:19])([F:18])[C:3]([C:5]1[C:13]2[C:8](=[CH:9][C:10]([C:14]([F:17])([F:16])[F:15])=[CH:11][CH:12]=2)[NH:7][CH:6]=1)=[O:4].[C:20](=O)([O-])[O-].[K+].[K+].IC.O. Product: [F:19][C:2]([F:1])([F:18])[C:3]([C:5]1[C:13]2[C:8](=[CH:9][C:10]([C:14]([F:15])([F:16])[F:17])=[CH:11][CH:12]=2)[N:7]([CH3:20])[CH:6]=1)=[O:4]. The catalyst class is: 3.